From a dataset of Forward reaction prediction with 1.9M reactions from USPTO patents (1976-2016). Predict the product of the given reaction. (1) Given the reactants [CH3:1][O:2][C:3]1[CH:8]=[C:7]([N+:9]([O-])=O)[CH:6]=[CH:5][C:4]=1[S:12]([CH2:15][CH2:16][O:17][CH2:18][CH2:19][O:20][CH2:21][CH2:22][O:23][CH3:24])(=[O:14])=[O:13], predict the reaction product. The product is: [CH3:1][O:2][C:3]1[CH:8]=[C:7]([CH:6]=[CH:5][C:4]=1[S:12]([CH2:15][CH2:16][O:17][CH2:18][CH2:19][O:20][CH2:21][CH2:22][O:23][CH3:24])(=[O:14])=[O:13])[NH2:9]. (2) Given the reactants [OH-].[Na+].C([O:5][C:6](=[O:40])[C:7]([O:10][C:11]1[CH:16]=[CH:15][C:14]([O:17][CH2:18][CH2:19][CH:20]([O:22][C:23]2[CH:28]=[CH:27][C:26]([CH2:29][CH3:30])=[CH:25][C:24]=2[C:31](=[O:38])[C:32]2[CH:37]=[CH:36][CH:35]=[CH:34][CH:33]=2)[CH3:21])=[CH:13][C:12]=1[CH3:39])([CH3:9])[CH3:8])C.Cl, predict the reaction product. The product is: [C:31]([C:24]1[CH:25]=[C:26]([CH2:29][CH3:30])[CH:27]=[CH:28][C:23]=1[O:22][CH:20]([CH3:21])[CH2:19][CH2:18][O:17][C:14]1[CH:15]=[CH:16][C:11]([O:10][C:7]([CH3:8])([CH3:9])[C:6]([OH:40])=[O:5])=[C:12]([CH3:39])[CH:13]=1)(=[O:38])[C:32]1[CH:33]=[CH:34][CH:35]=[CH:36][CH:37]=1. (3) Given the reactants [NH2:1][CH2:2][C:3]1[C:12](=[O:13])[C:11]2[C:6](=[CH:7][C:8]([Cl:14])=[CH:9][CH:10]=2)[N:5]([C:15]2[CH:20]=[CH:19][CH:18]=[CH:17][CH:16]=2)[CH:4]=1.[CH3:21][N:22]([CH3:32])[C:23]1[CH:24]=[C:25]([CH:29]=[CH:30][N:31]=1)[C:26](O)=[O:27], predict the reaction product. The product is: [Cl:14][C:8]1[CH:7]=[C:6]2[C:11]([C:12](=[O:13])[C:3]([CH2:2][NH:1][C:26](=[O:27])[C:25]3[CH:29]=[CH:30][N:31]=[C:23]([N:22]([CH3:21])[CH3:32])[CH:24]=3)=[CH:4][N:5]2[C:15]2[CH:16]=[CH:17][CH:18]=[CH:19][CH:20]=2)=[CH:10][CH:9]=1. (4) Given the reactants [F:1][C:2]([F:14])([F:13])[O:3][C:4]1[CH:12]=[CH:11][C:7]([C:8](Cl)=[O:9])=[CH:6][CH:5]=1.[NH2:15][C:16]1[C:27]([CH3:28])=[CH:26][CH:25]=[CH:24][C:17]=1[C:18]([NH:20][CH:21]([CH3:23])[CH3:22])=[O:19].C(N(CC)CC)C.O, predict the reaction product. The product is: [CH3:28][C:27]1[C:16]([NH:15][C:8](=[O:9])[C:7]2[CH:11]=[CH:12][C:4]([O:3][C:2]([F:14])([F:13])[F:1])=[CH:5][CH:6]=2)=[C:17]([CH:24]=[CH:25][CH:26]=1)[C:18]([NH:20][CH:21]([CH3:23])[CH3:22])=[O:19].